Dataset: Forward reaction prediction with 1.9M reactions from USPTO patents (1976-2016). Task: Predict the product of the given reaction. (1) Given the reactants C([O:3][C:4]([C:6]1[C:10]([Br:11])=[CH:9][S:8][C:7]=1[CH:12]=O)=O)C.[NH2:14][NH2:15].O, predict the reaction product. The product is: [Br:11][C:10]1[C:6]2[C:4](=[O:3])[NH:15][N:14]=[CH:12][C:7]=2[S:8][CH:9]=1. (2) Given the reactants [Cl:1][C:2]1[CH:32]=[CH:31][C:5]([C:6]([NH:8][CH2:9][C:10]([C:16]2[CH:29]=[CH:28][C:19]([NH:20]C(=O)OC(C)(C)C)=[C:18]([CH3:30])[CH:17]=2)(O)[C:11]([F:14])([F:13])[F:12])=O)=[CH:4][CH:3]=1.COC1C=CC(P2(SP(C3C=CC(OC)=CC=3)(=S)S2)=[S:42])=CC=1, predict the reaction product. The product is: [Cl:1][C:2]1[CH:32]=[CH:31][C:5]([C:6]2[S:42][C:10]([C:16]3[CH:29]=[CH:28][C:19]([NH2:20])=[C:18]([CH3:30])[CH:17]=3)([C:11]([F:14])([F:13])[F:12])[CH2:9][N:8]=2)=[CH:4][CH:3]=1. (3) Given the reactants Cl[C:2]1[N:7]2[N:8]=[CH:9][C:10]([C:11]([O:13][CH2:14][CH3:15])=[O:12])=[C:6]2[N:5]=[CH:4][C:3]=1[C:16]([N:18]1[CH2:23][CH2:22][CH:21]([C:24]2[CH:29]=[CH:28][CH:27]=[CH:26][CH:25]=2)[CH2:20][CH2:19]1)=[O:17].[NH2:30][C:31]1[CH:40]=[CH:39][CH:38]=[C:37]2[C:32]=1[CH:33]=[CH:34][CH:35]=[N:36]2, predict the reaction product. The product is: [CH2:14]([O:13][C:11]([C:10]1[CH:9]=[N:8][N:7]2[C:2]([NH:30][C:31]3[CH:40]=[CH:39][CH:38]=[C:37]4[C:32]=3[CH:33]=[CH:34][CH:35]=[N:36]4)=[C:3]([C:16]([N:18]3[CH2:23][CH2:22][CH:21]([C:24]4[CH:29]=[CH:28][CH:27]=[CH:26][CH:25]=4)[CH2:20][CH2:19]3)=[O:17])[CH:4]=[N:5][C:6]=12)=[O:12])[CH3:15]. (4) Given the reactants FC1C=C(F)C=CC=1C1C=C(COS(C)(=O)=O)C(=O)N(CC(C)C)N=1.[Cl:26][C:27]1[CH:55]=[CH:54][C:30]([CH:31]=[CH:32][CH2:33][N:34]2[C:39](=[O:40])[C:38]([C:41]([O:43]C)=[O:42])=[CH:37][C:36]([C:45]3[CH:50]=[CH:49][C:48]([O:51][CH3:52])=[C:47]([F:53])[CH:46]=3)=[N:35]2)=[CH:29][CH:28]=1, predict the reaction product. The product is: [C:41]([C:38]1[C:39](=[O:40])[N:34]([CH2:33][CH:32]=[CH:31][C:30]2[CH:54]=[CH:55][C:27]([Cl:26])=[CH:28][CH:29]=2)[N:35]=[C:36]([C:45]2[CH:50]=[CH:49][C:48]([O:51][CH3:52])=[C:47]([F:53])[CH:46]=2)[CH:37]=1)([OH:43])=[O:42]. (5) Given the reactants Br[C:2]1[CH:3]=[CH:4][C:5]([N+:15]([O-:17])=[O:16])=[C:6]([NH:8][C:9]2[CH:14]=[CH:13][CH:12]=[CH:11][CH:10]=2)[CH:7]=1.[NH:18]1[CH2:23][CH2:22][NH:21][CH2:20][CH2:19]1.O, predict the reaction product. The product is: [N+:15]([C:5]1[CH:4]=[CH:3][C:2]([N:18]2[CH2:23][CH2:22][NH:21][CH2:20][CH2:19]2)=[CH:7][C:6]=1[NH:8][C:9]1[CH:14]=[CH:13][CH:12]=[CH:11][CH:10]=1)([O-:17])=[O:16]. (6) The product is: [Cl:29][C:24]1[N:23]=[CH:22][N:21]=[C:20]2[N:16]([C:7]3[CH:8]=[CH:9][C:10]([S:12]([CH3:15])(=[O:14])=[O:13])=[CH:11][C:6]=3[O:5][CH2:4][CH2:3][N:2]([CH3:26])[CH3:1])[N:17]=[CH:18][C:19]=12. Given the reactants [CH3:1][N:2]([CH3:26])[CH2:3][CH2:4][O:5][C:6]1[CH:11]=[C:10]([S:12]([CH3:15])(=[O:14])=[O:13])[CH:9]=[CH:8][C:7]=1[N:16]1[C:20]2=[N:21][CH:22]=[N:23][C:24](O)=[C:19]2[CH:18]=[N:17]1.O=P(Cl)(Cl)[Cl:29].CN(C)C1C=CC=CC=1, predict the reaction product. (7) Given the reactants C(=O)([O-])[O-].[Cs+].[Cs+].[O:7]=[C:8]1[NH:12][CH2:11][C:10]2([CH2:17][CH2:16][N:15]([C:18]([O:20][C:21]([CH3:24])([CH3:23])[CH3:22])=[O:19])[CH2:14][CH2:13]2)[O:9]1.CNCCNC.Br[C:32]1[CH:41]=[CH:40][C:35]([C:36]([O:38][CH3:39])=[O:37])=[CH:34][CH:33]=1, predict the reaction product. The product is: [CH3:39][O:38][C:36]([C:35]1[CH:40]=[CH:41][C:32]([N:12]2[CH2:11][C:10]3([CH2:13][CH2:14][N:15]([C:18]([O:20][C:21]([CH3:24])([CH3:23])[CH3:22])=[O:19])[CH2:16][CH2:17]3)[O:9][C:8]2=[O:7])=[CH:33][CH:34]=1)=[O:37]. (8) Given the reactants [CH:1]1[C:13]2[CH2:12][C:11]3[C:6](=[CH:7][CH:8]=[CH:9][CH:10]=3)[C:5]=2[CH:4]=[CH:3][CH:2]=1.[Li]CCCC.Br[CH2:20][CH2:21][CH2:22][CH2:23][CH2:24][CH2:25][CH2:26][CH2:27][CH2:28][CH2:29][CH2:30][CH2:31][CH2:32][CH2:33][CH2:34][CH2:35][CH2:36][CH3:37], predict the reaction product. The product is: [CH2:37]([CH:12]1[C:11]2[CH:10]=[CH:9][CH:8]=[CH:7][C:6]=2[C:5]2[C:13]1=[CH:1][CH:2]=[CH:3][CH:4]=2)[CH2:36][CH2:35][CH2:34][CH2:33][CH2:32][CH2:31][CH2:30][CH2:29][CH2:28][CH2:27][CH2:26][CH2:25][CH2:24][CH2:23][CH2:22][CH2:21][CH3:20]. (9) Given the reactants [Cl:1][C:2]1[CH:3]=[C:4]([C:9]2[N:10]=[C:11]([C:22]([N:24]3[CH2:28][C:27](=[O:29])[NH:26][CH2:25]3)=[O:23])[S:12][C:13]=2[C:14]2[CH:19]=[C:18]([F:20])[CH:17]=[C:16]([Cl:21])[CH:15]=2)[CH:5]=[CH:6][C:7]=1F.ClC1C=C(C2SC(C(O)=O)=NC=2C2C=CC=C(Cl)C=2)C=C(F)C=1, predict the reaction product. The product is: [Cl:21][C:16]1[CH:15]=[C:14]([C:13]2[S:12][C:11]([C:22]([N:24]3[CH2:28][C:27](=[O:29])[NH:26][CH2:25]3)=[O:23])=[N:10][C:9]=2[C:4]2[CH:5]=[CH:6][CH:7]=[C:2]([Cl:1])[CH:3]=2)[CH:19]=[C:18]([F:20])[CH:17]=1.